Task: Predict which catalyst facilitates the given reaction.. Dataset: Catalyst prediction with 721,799 reactions and 888 catalyst types from USPTO Reactant: [NH2:1][C:2]1[C:11]([O:12][CH3:13])=[N:10][C:9]2[C:4](=[CH:5][C:6]([F:15])=[C:7]([F:14])[CH:8]=2)[N:3]=1.Cl[C:17]([O:19][CH2:20][CH3:21])=[O:18].N1C=CC=CC=1. Product: [F:15][C:6]1[CH:5]=[C:4]2[C:9](=[CH:8][C:7]=1[F:14])[N:10]=[C:11]([O:12][CH3:13])[C:2]([NH:1][C:17](=[O:18])[O:19][CH2:20][CH3:21])=[N:3]2. The catalyst class is: 4.